Predict the product of the given reaction. From a dataset of Forward reaction prediction with 1.9M reactions from USPTO patents (1976-2016). Given the reactants [C:1]1([C:7]([N:20]2[CH2:25][CH2:24][CH2:23][CH2:22][CH2:21]2)([CH3:19])[C:8]([O:10][C@@H:11]2[CH:16]3[CH2:17][CH2:18][N:13]([CH2:14][CH2:15]3)[CH2:12]2)=[O:9])[CH:6]=[CH:5][CH:4]=[CH:3][CH:2]=1.[Br:26][CH2:27][CH2:28][CH2:29][O:30][C:31]1[CH:36]=[CH:35][CH:34]=[CH:33][CH:32]=1, predict the reaction product. The product is: [Br-:26].[O:30]([CH2:29][CH2:28][CH2:27][N+:13]12[CH2:18][CH2:17][CH:16]([CH2:15][CH2:14]1)[C@@H:11]([O:10][C:8](=[O:9])[C:7]([C:1]1[CH:6]=[CH:5][CH:4]=[CH:3][CH:2]=1)([N:20]1[CH2:25][CH2:24][CH2:23][CH2:22][CH2:21]1)[CH3:19])[CH2:12]2)[C:31]1[CH:36]=[CH:35][CH:34]=[CH:33][CH:32]=1.